Task: Regression/Classification. Given a drug SMILES string, predict its absorption, distribution, metabolism, or excretion properties. Task type varies by dataset: regression for continuous measurements (e.g., permeability, clearance, half-life) or binary classification for categorical outcomes (e.g., BBB penetration, CYP inhibition). Dataset: cyp2c19_veith.. Dataset: CYP2C19 inhibition data for predicting drug metabolism from PubChem BioAssay The result is 0 (non-inhibitor). The compound is CNc1cc(-c2ccccc2CN(C)C)ncn1.